This data is from Full USPTO retrosynthesis dataset with 1.9M reactions from patents (1976-2016). The task is: Predict the reactants needed to synthesize the given product. (1) Given the product [OH:15][C:13]1[N:26]=[C:25](/[CH:24]=[CH:23]/[C:17]2[CH:22]=[CH:21][CH:20]=[CH:19][CH:18]=2)[NH:27][C:9](=[O:11])[C:1]=1[CH2:2][CH2:3][C:4]([O:6][CH2:7][CH3:8])=[O:5], predict the reactants needed to synthesize it. The reactants are: [CH:1]([C:13]([O:15]C)=O)([C:9]([O:11]C)=O)[CH2:2][CH2:3][C:4]([O:6][CH2:7][CH3:8])=[O:5].[C:17]1(/[CH:23]=[CH:24]/[C:25](=[NH:27])[NH2:26])[CH:22]=[CH:21][CH:20]=[CH:19][CH:18]=1.C(N(CC)CC)C.C[O-].[Na+].CO. (2) The reactants are: [CH2:1]([O:3][P:4]([C:9]1[CH:14]=[CH:13][CH:12]=[C:11]([N+:15]([O-])=O)[CH:10]=1)(=[O:8])[O:5][CH2:6][CH3:7])[CH3:2].Cl[Sn]Cl. Given the product [CH2:6]([O:5][P:4]([C:9]1[CH:14]=[CH:13][CH:12]=[C:11]([NH2:15])[CH:10]=1)(=[O:8])[O:3][CH2:1][CH3:2])[CH3:7], predict the reactants needed to synthesize it. (3) Given the product [OH:39][C@@H:26]([CH2:25][NH:24][CH:19]1[CH2:20][CH2:21][N:16]([C:13]2[CH:12]=[CH:11][C:10]([S:7]([C:4]3[CH:3]=[CH:2][C:1]([CH3:23])=[CH:6][CH:5]=3)(=[O:9])=[O:8])=[CH:15][CH:14]=2)[CH2:17][CH2:18]1)[CH2:27][O:28][C:29]1[C:37]2[NH:36][C:35](=[O:38])[NH:34][C:33]=2[CH:32]=[CH:31][CH:30]=1, predict the reactants needed to synthesize it. The reactants are: [C:1]1([CH3:23])[CH:6]=[CH:5][C:4]([S:7]([C:10]2[CH:15]=[CH:14][C:13]([N:16]3[CH2:21][CH2:20][C:19](=O)[CH2:18][CH2:17]3)=[CH:12][CH:11]=2)(=[O:9])=[O:8])=[CH:3][CH:2]=1.[NH2:24][CH2:25][C@H:26]([OH:39])[CH2:27][O:28][C:29]1[C:37]2[NH:36][C:35](=[O:38])[NH:34][C:33]=2[CH:32]=[CH:31][CH:30]=1. (4) Given the product [ClH:1].[ClH:36].[Cl:36][C:32]1[C:31]2[CH:30]=[CH:29][CH:28]=[C:27]([NH:26][C:2]3[C:11]4[C:6](=[CH:7][C:8]([O:18][CH2:19][CH2:20][N:21]5[CH2:25][CH2:24][CH2:23][CH2:22]5)=[CH:9][C:10]=4[O:12][CH:13]4[CH2:17][CH2:16][CH2:15][CH2:14]4)[N:5]=[CH:4][N:3]=3)[C:35]=2[O:34][CH:33]=1, predict the reactants needed to synthesize it. The reactants are: [Cl:1][C:2]1[C:11]2[C:6](=[CH:7][C:8]([O:18][CH2:19][CH2:20][N:21]3[CH2:25][CH2:24][CH2:23][CH2:22]3)=[CH:9][C:10]=2[O:12][CH:13]2[CH2:17][CH2:16][CH2:15][CH2:14]2)[N:5]=[CH:4][N:3]=1.[NH2:26][C:27]1[C:35]2[O:34][CH:33]=[C:32]([Cl:36])[C:31]=2[CH:30]=[CH:29][CH:28]=1. (5) Given the product [CH:30]([NH:33][C:34]([C:36]1[CH:37]=[C:38]([NH:46][C:47]([N:24]2[C:25]3[C:21](=[CH:20][C:19]([O:18][C:14]4[C:15]5[CH2:16][CH2:17][NH:8][CH2:9][C:10]=5[N:11]=[CH:12][N:13]=4)=[CH:27][CH:26]=3)[CH:22]=[CH:23]2)=[O:48])[CH:39]=[C:40]([C:42]([F:43])([F:44])[F:45])[CH:41]=1)=[O:35])([CH3:32])[CH3:31], predict the reactants needed to synthesize it. The reactants are: C(OC([N:8]1[CH2:17][CH2:16][C:15]2[C:14]([O:18][C:19]3[CH:20]=[C:21]4[C:25](=[CH:26][CH:27]=3)[NH:24][CH:23]=[CH:22]4)=[N:13][CH:12]=[N:11][C:10]=2[CH2:9]1)=O)(C)(C)C.[H-].[Na+].[CH:30]([NH:33][C:34]([C:36]1[CH:37]=[C:38]([NH:46][C:47](=O)[O:48]C2C=CC=CC=2)[CH:39]=[C:40]([C:42]([F:45])([F:44])[F:43])[CH:41]=1)=[O:35])([CH3:32])[CH3:31].C(O)(C(F)(F)F)=O.